From a dataset of TCR-epitope binding with 47,182 pairs between 192 epitopes and 23,139 TCRs. Binary Classification. Given a T-cell receptor sequence (or CDR3 region) and an epitope sequence, predict whether binding occurs between them. (1) The epitope is VTEHDTLLY. The TCR CDR3 sequence is CASSYGWVTEAFF. Result: 0 (the TCR does not bind to the epitope). (2) The epitope is ELAGIGILTV. The TCR CDR3 sequence is CASSDGAGKNANIQYF. Result: 1 (the TCR binds to the epitope). (3) The epitope is HSKKKCDEL. The TCR CDR3 sequence is CASSLGAVHEQYF. Result: 0 (the TCR does not bind to the epitope). (4) The epitope is ATDALMTGY. The TCR CDR3 sequence is CASSLVGQLYEQYF. Result: 1 (the TCR binds to the epitope). (5) The epitope is FLRGRAYGL. The TCR CDR3 sequence is CASSPGQPGPVRETQYF. Result: 1 (the TCR binds to the epitope). (6) The epitope is SFHSLHLLF. The TCR CDR3 sequence is CASSPDRAHTIYF. Result: 1 (the TCR binds to the epitope).